Dataset: Forward reaction prediction with 1.9M reactions from USPTO patents (1976-2016). Task: Predict the product of the given reaction. (1) Given the reactants [NH2:1][C:2]1[C:3]2[N:4]([C:8]([C@@H:12]3[CH2:17][CH2:16][CH2:15][N:14](C(OCC4C=CC=CC=4)=O)[CH2:13]3)=[N:9][C:10]=2[Br:11])[CH:5]=[CH:6][N:7]=1.[Si](I)(C)(C)C, predict the reaction product. The product is: [Br:11][C:10]1[N:9]=[C:8]([C@@H:12]2[CH2:17][CH2:16][CH2:15][NH:14][CH2:13]2)[N:4]2[CH:5]=[CH:6][N:7]=[C:2]([NH2:1])[C:3]=12. (2) The product is: [NH2:43][CH2:42][C:39]1[C:38](=[N:54][NH:55][C:56]2[CH:61]=[CH:60][CH:59]=[C:58]([F:62])[CH:57]=2)[C:37]([NH2:36])=[N:41][N:40]=1. Given the reactants FC1C=C(C=CC=1)N.Cl.N([O-])=O.[Na+].O=C1C2C(=CC=CC=2)C(=O)N1CC(=O)CC#N.CC([O-])=O.[Na+].[NH2:36][C:37]1[C:38](=[N:54][NH:55][C:56]2[CH:61]=[CH:60][CH:59]=[C:58]([F:62])[CH:57]=2)[C:39]([CH2:42][N:43]2C(=O)C3C(=CC=CC=3)C2=O)=[N:40][N:41]=1.NN, predict the reaction product.